This data is from Forward reaction prediction with 1.9M reactions from USPTO patents (1976-2016). The task is: Predict the product of the given reaction. (1) Given the reactants [OH:1][CH:2]([CH2:16][CH2:17][OH:18])[CH2:3][CH2:4][NH:5][C:6](=[O:15])[O:7][CH2:8][C:9]1[CH:14]=[CH:13][CH:12]=[CH:11][CH:10]=1.[CH3:19][O:20][C:21]1[CH:42]=[CH:41][C:24]([C:25](Cl)([C:34]2[CH:39]=[CH:38][CH:37]=[CH:36][CH:35]=2)[C:26]2[CH:31]=[CH:30][C:29]([O:32][CH3:33])=[CH:28][CH:27]=2)=[CH:23][CH:22]=1, predict the reaction product. The product is: [CH3:33][O:32][C:29]1[CH:28]=[CH:27][C:26]([C:25]([C:24]2[CH:23]=[CH:22][C:21]([O:20][CH3:19])=[CH:42][CH:41]=2)([C:34]2[CH:39]=[CH:38][CH:37]=[CH:36][CH:35]=2)[O:18][CH2:17][CH2:16][CH:2]([OH:1])[CH2:3][CH2:4][NH:5][C:6](=[O:15])[O:7][CH2:8][C:9]2[CH:14]=[CH:13][CH:12]=[CH:11][CH:10]=2)=[CH:31][CH:30]=1. (2) Given the reactants [F:1][C:2]1[CH:3]=[C:4]2[C:9](=[CH:10][CH:11]=1)[N:8]=[C:7]([N:12]1[CH2:15][C:14]3([CH2:18][CH:17]([NH:19][C:20]([O:22][CH2:23][C:24]4[O:28][N:27]=[C:26]([C:29](OCC)=[O:30])[CH:25]=4)=[O:21])[CH2:16]3)[CH2:13]1)[CH:6]=[CH:5]2.[CH3:34][NH2:35], predict the reaction product. The product is: [F:1][C:2]1[CH:3]=[C:4]2[C:9](=[CH:10][CH:11]=1)[N:8]=[C:7]([N:12]1[CH2:13][C:14]3([CH2:16][CH:17]([NH:19][C:20](=[O:21])[O:22][CH2:23][C:24]4[O:28][N:27]=[C:26]([C:29](=[O:30])[NH:35][CH3:34])[CH:25]=4)[CH2:18]3)[CH2:15]1)[CH:6]=[CH:5]2. (3) Given the reactants Cl[C:2]1[C:3]2[C:4](=[CH:18][N:19](CC3C=CC(OC)=CC=3)[N:20]=2)[N:5]=[C:6]([C:8]2[CH:13]=[C:12]([O:14][CH3:15])[CH:11]=[CH:10][C:9]=2[O:16][CH3:17])[N:7]=1.[CH3:30][O:31][C:32]1[CH:33]=[C:34]([CH:36]=[CH:37][C:38]=1[O:39][CH3:40])[NH2:35].Cl, predict the reaction product. The product is: [CH3:17][O:16][C:9]1[CH:10]=[CH:11][C:12]([O:14][CH3:15])=[CH:13][C:8]=1[C:6]1[N:7]=[C:2]([NH:35][C:34]2[CH:36]=[CH:37][C:38]([O:39][CH3:40])=[C:32]([O:31][CH3:30])[CH:33]=2)[C:3]2[NH:20][N:19]=[CH:18][C:4]=2[N:5]=1. (4) Given the reactants [Cl:1][C:2]1[CH:3]=[C:4]([C:12]2[N:16]=[C:15]([C:17]3[CH:22]=[CH:21][C:20]([CH2:23]Cl)=[CH:19][CH:18]=3)[O:14][N:13]=2)[CH:5]=[CH:6][C:7]=1[O:8][CH:9]([CH3:11])[CH3:10].[C:25]1([P:31]([C:38]2[CH:43]=[CH:42][CH:41]=[CH:40][CH:39]=2)[C:32]2[CH:37]=[CH:36][CH:35]=[CH:34][CH:33]=2)[CH:30]=[CH:29][CH:28]=[CH:27][CH:26]=1, predict the reaction product. The product is: [Cl-:1].[Cl:1][C:2]1[CH:3]=[C:4]([C:12]2[N:16]=[C:15]([C:17]3[CH:22]=[CH:21][C:20]([CH2:23][P+:31]([C:32]4[CH:33]=[CH:34][CH:35]=[CH:36][CH:37]=4)([C:38]4[CH:43]=[CH:42][CH:41]=[CH:40][CH:39]=4)[C:25]4[CH:26]=[CH:27][CH:28]=[CH:29][CH:30]=4)=[CH:19][CH:18]=3)[O:14][N:13]=2)[CH:5]=[CH:6][C:7]=1[O:8][CH:9]([CH3:11])[CH3:10]. (5) Given the reactants [Br:1][C:2]1[CH:3]=[C:4]([C:9](=O)[CH:10]([C:12]2[C:17]([O:18][CH3:19])=[CH:16][CH:15]=[C:14]([F:20])[C:13]=2[Cl:21])[CH3:11])[C:5](Cl)=[N:6][CH:7]=1.O.[NH2:24][NH2:25], predict the reaction product. The product is: [Br:1][C:2]1[CH:3]=[C:4]2[C:9]([CH:10]([C:12]3[C:17]([O:18][CH3:19])=[CH:16][CH:15]=[C:14]([F:20])[C:13]=3[Cl:21])[CH3:11])=[N:25][NH:24][C:5]2=[N:6][CH:7]=1. (6) The product is: [C:14]1([NH:13][C:11]2[C:10]3[C:5](=[CH:6][CH:7]=[CH:8][CH:9]=3)[N:4]=[C:3]([CH2:2][NH:1][S:30]([C:20]3[C:29]4[C:24](=[CH:25][CH:26]=[CH:27][CH:28]=4)[CH:23]=[CH:22][CH:21]=3)(=[O:32])=[O:31])[N:12]=2)[CH:19]=[CH:18][CH:17]=[CH:16][CH:15]=1. Given the reactants [NH2:1][CH2:2][C:3]1[N:12]=[C:11]([NH:13][C:14]2[CH:19]=[CH:18][CH:17]=[CH:16][CH:15]=2)[C:10]2[C:5](=[CH:6][CH:7]=[CH:8][CH:9]=2)[N:4]=1.[C:20]1([S:30](Cl)(=[O:32])=[O:31])[C:29]2[C:24](=[CH:25][CH:26]=[CH:27][CH:28]=2)[CH:23]=[CH:22][CH:21]=1.N1C=CC=CC=1, predict the reaction product.